Dataset: HIV replication inhibition screening data with 41,000+ compounds from the AIDS Antiviral Screen. Task: Binary Classification. Given a drug SMILES string, predict its activity (active/inactive) in a high-throughput screening assay against a specified biological target. (1) The molecule is O=[N+]([O-])c1ccc(N(CCCl)CCCl)s1. The result is 0 (inactive). (2) The result is 0 (inactive). The molecule is CC1(c2ccc(Cl)cc2)OCC(CCl)O1. (3) The drug is COC(=O)C(Cc1ccccc1)NC(=O)N(CCNCCNC(=O)OC(C)(C)C)c1ccccc1. The result is 0 (inactive). (4) The molecule is CC1(C)CC2(C)OC(=N)C1(C#N)C2(C#N)C#N. The result is 0 (inactive). (5) The drug is Cc1cn(C2CC(O)C(CN(O)C(N)=O)O2)c(=O)[nH]c1=O. The result is 0 (inactive). (6) The drug is CCOC(=O)c1ccc(CSc2ccc(OC)cc2)c([N+](=O)[O-])c1. The result is 0 (inactive).